Dataset: Catalyst prediction with 721,799 reactions and 888 catalyst types from USPTO. Task: Predict which catalyst facilitates the given reaction. (1) The catalyst class is: 17. Reactant: [CH3:1][S:2][C:3]1[CH:4]=[C:5]([C:9]([C:11]2[N:15]([CH3:16])[N:14]=[N:13][N:12]=2)=O)[CH:6]=[CH:7][CH:8]=1.Cl.[NH2:18][OH:19]. Product: [OH:19][N:18]=[C:9]([C:5]1[CH:6]=[CH:7][CH:8]=[C:3]([S:2][CH3:1])[CH:4]=1)[C:11]1[N:15]([CH3:16])[N:14]=[N:13][N:12]=1. (2) Reactant: CN(C(ON1N=NC2C=CC=NC1=2)=[N+](C)C)C.F[P-](F)(F)(F)(F)F.[F:25][C:26]1[CH:34]=[CH:33][C:32]([C:35]2[CH:36]=[C:37]3[C:49]([C:50](=[O:53])[NH:51][CH3:52])=[C:48]([C:54]4[CH:59]=[CH:58][C:57]([F:60])=[CH:56][CH:55]=4)[O:47][C:38]3=[N:39][C:40]=2[CH2:41][CH2:42][C:43]([F:46])([F:45])[F:44])=[CH:31][C:27]=1[C:28]([OH:30])=O.C(N(C(C)C)C(C)C)C.Cl.[O:71]1[CH:75]=[N:74][C:73]([C:76]([NH2:79])([CH3:78])[CH3:77])=[N:72]1. The catalyst class is: 3. Product: [O:71]1[CH:75]=[N:74][C:73]([C:76]([NH:79][C:28]([C:27]2[CH:31]=[C:32]([C:35]3[CH:36]=[C:37]4[C:49]([C:50]([NH:51][CH3:52])=[O:53])=[C:48]([C:54]5[CH:59]=[CH:58][C:57]([F:60])=[CH:56][CH:55]=5)[O:47][C:38]4=[N:39][C:40]=3[CH2:41][CH2:42][C:43]([F:45])([F:46])[F:44])[CH:33]=[CH:34][C:26]=2[F:25])=[O:30])([CH3:78])[CH3:77])=[N:72]1. (3) Product: [N:1]1([C:5]([C:7]2[N:8]=[CH:9][C:10]([O:13][C:14]3[CH:15]=[C:16]([CH:21]=[C:22]([O:24][C@H:25]([CH3:29])[CH2:26][O:27][CH3:28])[CH:23]=3)[C:17]([OH:19])=[O:18])=[N:11][CH:12]=2)=[O:6])[CH2:4][CH2:3][CH2:2]1. Reactant: [N:1]1([C:5]([C:7]2[N:8]=[CH:9][C:10]([O:13][C:14]3[CH:15]=[C:16]([CH:21]=[C:22]([O:24][C@H:25]([CH3:29])[CH2:26][O:27][CH3:28])[CH:23]=3)[C:17]([O:19]C)=[O:18])=[N:11][CH:12]=2)=[O:6])[CH2:4][CH2:3][CH2:2]1.CO.[OH-].[Li+].O. The catalyst class is: 1. (4) Reactant: Cl.[Cl:2][C:3]1[CH:23]=[CH:22][C:6]([C:7]([N:9]2[CH2:14][CH2:13][N:12](C(OC(C)(C)C)=O)[CH2:11][CH2:10]2)=[O:8])=[CH:5][C:4]=1[N:24]([CH3:45])[C:25]([C:27]1[S:44][C:30]2[C:31]3[CH:39]=[CH:38][C:37]([C:40](=[O:43])[NH:41][CH3:42])=[CH:36][C:32]=3[O:33][CH2:34][CH2:35][C:29]=2[CH:28]=1)=[O:26]. Product: [Cl:2][C:3]1[CH:23]=[CH:22][C:6]([C:7]([N:9]2[CH2:10][CH2:11][NH:12][CH2:13][CH2:14]2)=[O:8])=[CH:5][C:4]=1[N:24]([CH3:45])[C:25]([C:27]1[S:44][C:30]2[C:31]3[CH:39]=[CH:38][C:37]([C:40]([NH:41][CH3:42])=[O:43])=[CH:36][C:32]=3[O:33][CH2:34][CH2:35][C:29]=2[CH:28]=1)=[O:26]. The catalyst class is: 25. (5) Reactant: C[O:2][C:3]([C:5]1[CH:10]=[CH:9][CH:8]=[CH:7][C:6]=1[NH:11][C:12](=[O:24])/[CH:13]=[CH:14]/[C:15]1[CH:20]=[CH:19][CH:18]=[C:17]([N+:21]([O-:23])=[O:22])[CH:16]=1)=[O:4].[OH-].[Na+]. Product: [C:3]([C:5]1[CH:10]=[CH:9][CH:8]=[CH:7][C:6]=1[NH:11][C:12](=[O:24])/[CH:13]=[CH:14]/[C:15]1[CH:20]=[CH:19][CH:18]=[C:17]([N+:21]([O-:23])=[O:22])[CH:16]=1)([OH:4])=[O:2]. The catalyst class is: 5.